Task: Regression. Given two drug SMILES strings and cell line genomic features, predict the synergy score measuring deviation from expected non-interaction effect.. Dataset: NCI-60 drug combinations with 297,098 pairs across 59 cell lines (1) Drug 1: CC1=C2C(C(=O)C3(C(CC4C(C3C(C(C2(C)C)(CC1OC(=O)C(C(C5=CC=CC=C5)NC(=O)C6=CC=CC=C6)O)O)OC(=O)C7=CC=CC=C7)(CO4)OC(=O)C)O)C)OC(=O)C. Drug 2: B(C(CC(C)C)NC(=O)C(CC1=CC=CC=C1)NC(=O)C2=NC=CN=C2)(O)O. Cell line: HOP-92. Synergy scores: CSS=32.5, Synergy_ZIP=-3.79, Synergy_Bliss=2.59, Synergy_Loewe=-14.9, Synergy_HSA=2.34. (2) Drug 1: CCCS(=O)(=O)NC1=C(C(=C(C=C1)F)C(=O)C2=CNC3=C2C=C(C=N3)C4=CC=C(C=C4)Cl)F. Drug 2: COC1=NC(=NC2=C1N=CN2C3C(C(C(O3)CO)O)O)N. Cell line: SNB-75. Synergy scores: CSS=-2.48, Synergy_ZIP=0.628, Synergy_Bliss=-1.74, Synergy_Loewe=-3.23, Synergy_HSA=-3.23. (3) Drug 1: CC1C(C(CC(O1)OC2CC(OC(C2O)C)OC3=CC4=CC5=C(C(=O)C(C(C5)C(C(=O)C(C(C)O)O)OC)OC6CC(C(C(O6)C)O)OC7CC(C(C(O7)C)O)OC8CC(C(C(O8)C)O)(C)O)C(=C4C(=C3C)O)O)O)O. Drug 2: CC1C(C(CC(O1)OC2CC(CC3=C2C(=C4C(=C3O)C(=O)C5=CC=CC=C5C4=O)O)(C(=O)C)O)N)O. Cell line: HS 578T. Synergy scores: CSS=67.8, Synergy_ZIP=31.1, Synergy_Bliss=31.0, Synergy_Loewe=24.6, Synergy_HSA=31.1. (4) Drug 1: C1=NC2=C(N1)C(=S)N=C(N2)N. Cell line: SNB-19. Synergy scores: CSS=16.8, Synergy_ZIP=-5.08, Synergy_Bliss=-3.33, Synergy_Loewe=-6.24, Synergy_HSA=-3.04. Drug 2: C1CN1P(=S)(N2CC2)N3CC3. (5) Drug 1: C(CC(=O)O)C(=O)CN.Cl. Drug 2: CC12CCC3C(C1CCC2OP(=O)(O)O)CCC4=C3C=CC(=C4)OC(=O)N(CCCl)CCCl.[Na+]. Cell line: CAKI-1. Synergy scores: CSS=1.09, Synergy_ZIP=-3.77, Synergy_Bliss=-2.44, Synergy_Loewe=-10.5, Synergy_HSA=-5.76. (6) Drug 1: C1CN(CCN1C(=O)CCBr)C(=O)CCBr. Drug 2: CN(C(=O)NC(C=O)C(C(C(CO)O)O)O)N=O. Cell line: HS 578T. Synergy scores: CSS=18.2, Synergy_ZIP=2.81, Synergy_Bliss=4.46, Synergy_Loewe=-0.851, Synergy_HSA=6.67.